From a dataset of Forward reaction prediction with 1.9M reactions from USPTO patents (1976-2016). Predict the product of the given reaction. (1) The product is: [F:4][C:5]1[CH:10]=[CH:9][C:8]([CH2:11][C:12]2[C:14]3[C:15](=[C:16]([CH3:20])[NH:17][C:18]=3[CH3:19])[C:21](=[O:23])[NH:2][N:3]=2)=[CH:7][C:6]=1[C:25]([N:27]1[CH2:32][CH2:31][CH:30]([O:33][CH3:34])[CH2:29][CH2:28]1)=[O:26]. Given the reactants O.[NH2:2][NH2:3].[F:4][C:5]1[CH:10]=[CH:9][C:8]([CH2:11][C:12]([C:14]2[C:15]([C:21]([O:23]C)=O)=[C:16]([CH3:20])[NH:17][C:18]=2[CH3:19])=O)=[CH:7][C:6]=1[C:25]([N:27]1[CH2:32][CH2:31][CH:30]([O:33][CH3:34])[CH2:29][CH2:28]1)=[O:26], predict the reaction product. (2) Given the reactants [Br:1][C:2]1[CH:10]=[CH:9][C:5]([C:6]([OH:8])=O)=[CH:4][C:3]=1[O:11][CH2:12][CH3:13].[CH3:14][N:15](C=O)C.[C:19](Cl)(=[O:23])[C:20](Cl)=O.[CH2:25](Cl)Cl, predict the reaction product. The product is: [Br:1][C:2]1[CH:10]=[CH:9][C:5]([C:6]([NH:15][CH2:14][C:19]([OH:23])([CH3:20])[CH3:25])=[O:8])=[CH:4][C:3]=1[O:11][CH2:12][CH3:13]. (3) Given the reactants [C:1]([NH2:3])#N.[C:4](OCC)(=O)[C:5](OCC)=[O:6].[CH3:14][N:15](C)[CH:16]=[O:17], predict the reaction product. The product is: [O:17]=[C:16]1[C:5](=[O:6])[CH:4]([C:1]#[N:3])[CH2:14][NH:15]1. (4) Given the reactants Br[C:2]1[CH:3]=[N:4][C:5]2[N:6]([CH:8]=[C:9]([CH2:11][O:12][C:13]3[CH:18]=[C:17]([F:19])[CH:16]=[CH:15][N:14]=3)[N:10]=2)[CH:7]=1.[F:20][C:21]1[CH:26]=[CH:25][C:24](B(O)O)=[C:23]([CH3:30])[CH:22]=1, predict the reaction product. The product is: [F:20][C:21]1[CH:26]=[CH:25][C:24]([C:2]2[CH:3]=[N:4][C:5]3[N:6]([CH:8]=[C:9]([CH2:11][O:12][C:13]4[CH:18]=[C:17]([F:19])[CH:16]=[CH:15][N:14]=4)[N:10]=3)[CH:7]=2)=[C:23]([CH3:30])[CH:22]=1. (5) Given the reactants [Si](OS(C(F)(F)F)(=O)=O)(C)(C)C.[OH:13][C:14]1[CH:19]=[C:18](C(C)(CCCCCC)C)[CH:17]=[C:16](O)[C:15]=1[C@H:30]1[C@H:35]2[CH2:36][C@H:33]([C:34]2(C)C)[C:32](=[O:39])[CH2:31]1.C(Cl)Cl.[N+](C)([O-])=O, predict the reaction product. The product is: [CH3:14][C:15]([C:16]1[CH:17]=[CH:18][CH:19]=[C:14]2[C:15]=1[C@@H:30]1[CH2:31][C:32](=[O:39])[CH2:33][CH2:36][C@H:35]1[CH2:34][O:13]2)([CH2:30][CH2:31][CH2:32][CH2:33][CH2:34][CH3:35])[CH3:16]. (6) Given the reactants S(=O)(=O)(O)O.[Br:6][C:7]1[CH:12]=[CH:11][C:10]([CH:13]([C:22]2[CH:27]=[CH:26][CH:25]=[CH:24][C:23]=2[CH3:28])[CH:14](C#N)[C:15]([O:17]CC)=[O:16])=[CH:9][CH:8]=1.C(O)(=O)C, predict the reaction product. The product is: [Br:6][C:7]1[CH:12]=[CH:11][C:10]([CH:13]([C:22]2[CH:27]=[CH:26][CH:25]=[CH:24][C:23]=2[CH3:28])[CH2:14][C:15]([OH:17])=[O:16])=[CH:9][CH:8]=1.